The task is: Predict the reaction yield, written as a fraction of the theoretical maximum amount of product (1.0 means a 100% yield; for example, 0.34 means a 34% yield).. This data is from Reaction yield outcomes from USPTO patents with 853,638 reactions. (1) The reactants are O=P12OP3(OP(OP(O3)(O1)=O)(=O)O2)=O.OP(O)(O)=O.[Cl:20][C:21]1[CH:41]=[CH:40][C:24]([O:25][C:26]2[CH:31]=[CH:30][CH:29]=[CH:28][C:27]=2[CH:32]2[C:36](=O)[CH2:35][N:34]([CH3:38])[C:33]2=[O:39])=[CH:23][CH:22]=1. The catalyst is O. The product is [Cl:20][C:21]1[CH:41]=[CH:40][C:24]2[O:25][C:26]3[CH:31]=[CH:30][CH:29]=[CH:28][C:27]=3[C:32]3[C:33](=[O:39])[N:34]([CH3:38])[CH2:35][C:36]=3[C:23]=2[CH:22]=1. The yield is 0.580. (2) The reactants are IC1C2C(=NC3C(C=2)=CC=CC=3)C(C(OC)=O)=CC=1.[CH2:20]([N:22]([CH2:43][CH3:44])[CH2:23][CH2:24][NH:25][C:26]([C:28]1[C:41]2[NH:40][C:39]3[C:34](=[CH:35][CH:36]=[CH:37][CH:38]=3)[CH2:33][C:32]=2[CH:31]=[CH:30][C:29]=1[I:42])=[O:27])[CH3:21].[K+].[Br-].IC1C2C=C(C(OC)=O)SC=2C=CC=1.C(N(CC)CCNC(C1SC2C=CC=C(I)C=2C=1)=O)C. The catalyst is C(OCC)(=O)C.CCCCC. The product is [CH2:43]([N:22]([CH2:20][CH3:21])[CH2:23][CH2:24][NH:25][C:26]([C:28]1[C:41]2[C:32](=[CH:33][C:34]3[C:39]([N:40]=2)=[CH:38][CH:37]=[CH:36][CH:35]=3)[CH:31]=[CH:30][C:29]=1[I:42])=[O:27])[CH3:44]. The yield is 0.730. (3) The reactants are [CH3:1][O:2][C@H:3]1[C@@H:9]2[O:10][CH2:11][C@H:12]([O:13]C(C3C=CC=CC=3)=O)[C@@H:8]2[O:7][C@@H:4]1[O:5][CH3:6].[OH-].[Na+]. The catalyst is CO.C(OCC)(=O)C. The product is [CH3:1][O:2][C@H:3]1[C@@H:9]2[O:10][CH2:11][C@@H:12]([OH:13])[C@@H:8]2[O:7][C@@H:4]1[O:5][CH3:6]. The yield is 0.850. (4) The reactants are [NH2:1][C:2]1[CH:7]=[CH:6][C:5]([NH2:8])=[CH:4][CH:3]=1.[CH2:9]([N:11]=[C:12]=[O:13])[CH3:10].C(=O)([O-])[O-].[K+].[K+]. The catalyst is C1COCC1. The product is [CH2:9]([NH:11][C:12]([NH:1][C:2]1[CH:7]=[CH:6][C:5]([NH2:8])=[CH:4][CH:3]=1)=[O:13])[CH3:10]. The yield is 0.620. (5) The reactants are I[C:2]1[CH:7]=[CH:6][CH:5]=[CH:4][N:3]=1.[CH2:8]([C:12]1[N:16]([CH3:17])[C:15]2[C:18]([Cl:22])=[CH:19][CH:20]=[CH:21][C:14]=2[N:13]=1)[CH2:9][C:10]#[CH:11]. The catalyst is C(N(CC)CC)C.[Cu](I)I.Cl[Pd](Cl)([P](C1C=CC=CC=1)(C1C=CC=CC=1)C1C=CC=CC=1)[P](C1C=CC=CC=1)(C1C=CC=CC=1)C1C=CC=CC=1. The product is [Cl:22][C:18]1[C:15]2[N:16]([CH3:17])[C:12]([CH2:8][CH2:9][C:10]#[C:11][C:2]3[CH:7]=[CH:6][CH:5]=[CH:4][N:3]=3)=[N:13][C:14]=2[CH:21]=[CH:20][CH:19]=1. The yield is 0.0600. (6) The reactants are [NH2:1][C:2]1[CH:7]=[CH:6][C:5]([Cl:8])=[CH:4][C:3]=1[CH2:9][N:10]1[CH:14]=[C:13]([CH3:15])[CH:12]=[C:11]1[C:16]([O:18]CC)=O.CC(C)([O-])C.[K+]. The catalyst is CS(C)=O. The product is [Cl:8][C:5]1[CH:6]=[CH:7][C:2]2[NH:1][C:16](=[O:18])[C:11]3=[CH:12][C:13]([CH3:15])=[CH:14][N:10]3[CH2:9][C:3]=2[CH:4]=1. The yield is 0.910. (7) The reactants are [CH3:1][C:2]1[CH:7]=[C:6]([CH3:8])[CH:5]=[C:4]([CH3:9])[C:3]=1[NH2:10].[C:11](Cl)(=[O:13])[CH3:12].CCN(CC)CC. The catalyst is C(Cl)Cl. The product is [CH3:1][C:2]1[CH:7]=[C:6]([CH3:8])[CH:5]=[C:4]([CH3:9])[C:3]=1[NH:10][C:11](=[O:13])[CH3:12]. The yield is 0.990. (8) The reactants are [CH:1]1([N:4]2[C:13]3[C:8](=[CH:9][C:10]([F:17])=[C:11](F)[C:12]=3[O:14][CH3:15])[C:7](=[O:18])[C:6]([C:19]([OH:21])=[O:20])=[CH:5]2)[CH2:3][CH2:2]1.[CH3:22][CH:23]1[CH2:28][NH:27][CH2:26][CH2:25][NH:24]1. The catalyst is CS(C)=O. The product is [CH3:22][CH:23]1[NH:24][CH2:25][CH2:26][N:27]([C:11]2[C:12]([O:14][CH3:15])=[C:13]3[N:4]([CH:1]4[CH2:3][CH2:2]4)[CH:5]=[C:6]([C:19]([OH:21])=[O:20])[C:7](=[O:18])[C:8]3=[CH:9][C:10]=2[F:17])[CH2:28]1. The yield is 0.660. (9) The reactants are [NH2:1][C:2]1[N:7]=[CH:6][N:5]=[C:4]([C:8]([CH3:11])([CH3:10])[CH3:9])[CH:3]=1.[C:12]([N:19]1[CH:23]=NC=N1)(N1C=NC=N1)=[O:13].NC1[CH:39]=[CH:38][C:28]([O:29][C:30]2[CH:35]=[CH:34][N:33]=[C:32]([C:36]#[N:37])[CH:31]=2)=[CH:27][C:26]=1[F:40].C(Cl)Cl. The catalyst is ClCCCl.CCOC(C)=O. The product is [C:8]([C:4]1[N:5]=[CH:6][N:7]=[C:2]([NH:1][C:12]([NH:19][C:23]2[CH:39]=[CH:38][C:28]([O:29][C:30]3[CH:35]=[CH:34][N:33]=[C:32]([C:36]#[N:37])[CH:31]=3)=[CH:27][C:26]=2[F:40])=[O:13])[CH:3]=1)([CH3:11])([CH3:10])[CH3:9]. The yield is 0.520. (10) The reactants are [OH-].[Na+].[O:3]=[C:4]1[C:8]([C:9]2[CH:14]=[CH:13][C:12]([C:15]([F:18])([F:17])[F:16])=[CH:11][CH:10]=2)=[N:7][C:6]2([CH2:23][CH2:22][CH2:21][CH2:20][CH2:19]2)[N:5]1[CH2:24][C:25]([O:27]CC)=[O:26].O. The catalyst is CO. The product is [O:3]=[C:4]1[C:8]([C:9]2[CH:14]=[CH:13][C:12]([C:15]([F:18])([F:16])[F:17])=[CH:11][CH:10]=2)=[N:7][C:6]2([CH2:23][CH2:22][CH2:21][CH2:20][CH2:19]2)[N:5]1[CH2:24][C:25]([OH:27])=[O:26]. The yield is 0.910.